From a dataset of Full USPTO retrosynthesis dataset with 1.9M reactions from patents (1976-2016). Predict the reactants needed to synthesize the given product. (1) Given the product [C:1]([O:4][C@@H:5]([C@H:11]1[C@H:16]2[O:17][C:18]3([O:24][C@H:15]2[C@@H:14]([O:46][C:47](=[O:50])[CH3:48])[C@H:13]([CH2:29][CH:54]=[CH2:55])[O:12]1)[CH2:23][CH2:22][CH2:21][CH2:20][CH2:19]3)[CH2:6][O:7][C:8](=[O:10])[CH3:9])(=[O:3])[CH3:2], predict the reactants needed to synthesize it. The reactants are: [C:1]([O:4][C@@H:5]([C@H:11]1[C@@H:16]2[O:17][C:18]3([O:24][C@@H:15]2[C@H:14](CC([O-])=O)[C@H:13]([CH2:29]C([O-])=O)[O:12]1)[CH2:23][CH2:22][CH2:21][CH2:20][CH2:19]3)[CH2:6][O:7][C:8](=[O:10])[CH3:9])(=[O:3])[CH3:2].C([Si](C)(C)C)C=C.B(F)(F)F.CC[O:46][CH2:47][CH3:48].C([O-])(O)=[O:50].[Na+].[C:54](#N)[CH3:55]. (2) Given the product [C:1]([O:4][CH2:5][C:6]([N:8]([CH2:13][C:14]1[N:18]([CH3:19])[C:17]([C:20]2[S:28][C:27]3[C:22](=[N:23][CH:24]=[CH:25][C:26]=3[O:29][C:30]3[CH:35]=[CH:34][C:33]([NH2:36])=[CH:32][C:31]=3[F:39])[CH:21]=2)=[N:16][CH:15]=1)[CH2:9][CH2:10][O:11][CH3:12])=[O:7])(=[O:3])[CH3:2], predict the reactants needed to synthesize it. The reactants are: [C:1]([O:4][CH2:5][C:6]([N:8]([CH2:13][C:14]1[N:18]([CH3:19])[C:17]([C:20]2[S:28][C:27]3[C:22](=[N:23][CH:24]=[CH:25][C:26]=3[O:29][C:30]3[CH:35]=[CH:34][C:33]([N+:36]([O-])=O)=[CH:32][C:31]=3[F:39])[CH:21]=2)=[N:16][CH:15]=1)[CH2:9][CH2:10][O:11][CH3:12])=[O:7])(=[O:3])[CH3:2].[Cl-].[NH4+].O. (3) Given the product [CH2:1]([N:3]1[CH2:8][CH2:7][N:6]([C:9]2[C:10]([C:23]3[CH:24]=[CH:25][C:26]([F:29])=[CH:27][CH:28]=3)=[N:11][C:12]3[C:17]([N:18]=2)=[CH:16][C:15]([C:19]([OH:21])=[O:20])=[CH:14][CH:13]=3)[C@@H:5]([CH3:30])[CH2:4]1)[CH3:2], predict the reactants needed to synthesize it. The reactants are: [CH2:1]([N:3]1[CH2:8][CH2:7][N:6]([C:9]2[C:10]([C:23]3[CH:28]=[CH:27][C:26]([F:29])=[CH:25][CH:24]=3)=[N:11][C:12]3[C:17]([N:18]=2)=[CH:16][C:15]([C:19]([O:21]C)=[O:20])=[CH:14][CH:13]=3)[C@@H:5]([CH3:30])[CH2:4]1)[CH3:2].[OH-].[Na+].O. (4) Given the product [CH3:1][O:2][C:3]1[CH:4]=[C:5]([C:6](=[O:7])[CH3:19])[CH:12]=[C:13]([C:15]([F:16])([F:17])[F:18])[CH:14]=1, predict the reactants needed to synthesize it. The reactants are: [CH3:1][O:2][C:3]1[CH:4]=[C:5]([CH:12]=[C:13]([C:15]([F:18])([F:17])[F:16])[CH:14]=1)[C:6](N(OC)C)=[O:7].[CH3:19][Mg]Br. (5) The reactants are: [Cl:1][C:2]1[N:11]=[C:10](Cl)[C:9]2[N:8]([CH3:13])[C:7](=[O:14])[C:6]3([CH3:19])[CH2:15][O:16][CH2:17][CH2:18][N:5]3[C:4]=2[N:3]=1.C(N(CC)CC)C.[NH:27]1[CH2:32][CH2:31][O:30][CH2:29][CH2:28]1. Given the product [Cl:1][C:2]1[N:11]=[C:10]([N:27]2[CH2:32][CH2:31][O:30][CH2:29][CH2:28]2)[C:9]2[N:8]([CH3:13])[C:7](=[O:14])[C:6]3([CH3:19])[CH2:15][O:16][CH2:17][CH2:18][N:5]3[C:4]=2[N:3]=1, predict the reactants needed to synthesize it.